The task is: Predict the reaction yield, written as a fraction of the theoretical maximum amount of product (1.0 means a 100% yield; for example, 0.34 means a 34% yield).. This data is from Reaction yield outcomes from USPTO patents with 853,638 reactions. The reactants are C(N(CC)CC)C.[I-:8].[C:9]([CH2:12][CH2:13][N+:14]1[C:23]2[C:18](=[CH:19][CH:20]=[CH:21][CH:22]=2)[CH:17]=[CH:16][CH:15]=1)([OH:11])=[O:10].[I-].[C:25]([CH2:28][CH2:29][N+:30]1[C:34]2[CH:35]=[CH:36][CH:37]=[CH:38][C:33]=2[S:32][C:31]=1[CH3:39])([OH:27])=[O:26]. No catalyst specified. The product is [I-:8].[C:25]([CH2:28][CH2:29][N+:30]1[C:34]2[CH:35]=[CH:36][CH:37]=[CH:38][C:33]=2[S:32][C:31]=1/[CH:39]=[C:17]1\[CH:16]=[CH:15][N:14]([CH2:13][CH2:12][C:9]([OH:11])=[O:10])[C:23]2[C:18]\1=[CH:19][CH:20]=[CH:21][CH:22]=2)([OH:27])=[O:26]. The yield is 0.230.